Binary Classification. Given a miRNA mature sequence and a target amino acid sequence, predict their likelihood of interaction. From a dataset of Experimentally validated miRNA-target interactions with 360,000+ pairs, plus equal number of negative samples. (1) The miRNA is hsa-miR-6791-5p with sequence CCCCUGGGGCUGGGCAGGCGGA. The protein sequence of the target gene is MELKRGKTFIKSSLQVSHEKPPDPAAVAAAREGTGPWSVLPGGQQRPHSEKGPQASPSAQEYDRCPNKGAQLDPKGGPAALCGATFKPVRKCKTHDSMSGAGRATAATGQLVGSASFPGSPGSRRMIDYRHFVPQMPFVPAVAKSIPRKRISLKRPKKCFRNLFHIRRNKTEDLASLAAEGKSLPSPGDPSDPGGRRSKAFLPPGEGPGLDGLCQDLLDSELLADASFGLCRALCEDVASLQSFDSLTGCGEVFADESSVPSLELNEGPESPTQAAQGLESKVPRGPLQGSVEQLASPAQ.... Result: 0 (no interaction). (2) The protein sequence of the target gene is MSYSVTLTGPGPWGFRLQGGKDFNMPLTISRITPGSKAAQSQLSQGDLVVAIDGVNTDTMTHLEAQNKIKSASYNLSLTLQKSKRPIPISTTAPPIQSPLPVIPHQKDPALDTNGSLATPSPSPEARASPGALEFGDTFSSSFSQTSVCSPLMEASGPVLPLGSPVAKASSEGAQGSVSPKVLPGPSQPRQYNNPIGLYSAETLREMAQMYQMSLRGKASGAGLLGGSLPVKDLAVDSASPVYQAVIKTQSKPEDEADEWARRSSNLQSRSFRILAQMTGTEYMQDPDEEALRRSSTPIE.... Result: 0 (no interaction). The miRNA is mmu-miR-7018-5p with sequence GUGAGCAGACAGGGAGUGGUGGGG.